From a dataset of Forward reaction prediction with 1.9M reactions from USPTO patents (1976-2016). Predict the product of the given reaction. (1) Given the reactants ClC1C=C2C(=CC=1)N(CC(O)=[O:13])C(C)=C2C1C2C(=CC=CC=2)C(=O)N(CC2C=CC(Cl)=C(F)C=2)N=1.[Cl:36][C:37]1[CH:38]=[C:39]([S:66]([CH3:69])(=[O:68])=[O:67])[CH:40]=[C:41]2[C:45]=1[N:44]([CH2:46][C:47]([O:49][C:50]([CH3:53])([CH3:52])[CH3:51])=[O:48])[C:43]([CH3:54])=[C:42]2[C:55]1[C:64]2[C:59](=[CH:60][CH:61]=[CH:62][CH:63]=2)[C:58](Cl)=[N:57][N:56]=1, predict the reaction product. The product is: [Cl:36][C:37]1[CH:38]=[C:39]([S:66]([CH3:69])(=[O:67])=[O:68])[CH:40]=[C:41]2[C:45]=1[N:44]([CH2:46][C:47]([O:49][C:50]([CH3:51])([CH3:53])[CH3:52])=[O:48])[C:43]([CH3:54])=[C:42]2[C:55]1[C:64]2[C:59](=[CH:60][CH:61]=[CH:62][CH:63]=2)[C:58]([OH:13])=[N:57][N:56]=1. (2) Given the reactants [NH:1]1[C:9]2[C:4](=[CH:5][CH:6]=[C:7]([C:10]([O:12][CH3:13])=[O:11])[CH:8]=2)[CH:3]=[N:2]1.Cl[CH2:15][CH2:16][CH2:17][O:18][CH3:19], predict the reaction product. The product is: [CH3:19][O:18][CH2:17][CH2:16][CH2:15][N:2]1[CH:3]=[C:4]2[C:9]([CH:8]=[C:7]([C:10]([O:12][CH3:13])=[O:11])[CH:6]=[CH:5]2)=[N:1]1. (3) Given the reactants [CH2:1]([O:8][C:9]1[C:10]([Br:16])=[C:11]([OH:15])[CH:12]=[CH:13][CH:14]=1)[C:2]1[CH:7]=[CH:6][CH:5]=[CH:4][CH:3]=1.[C:17]([O-])([O-])=O.[K+].[K+].CI, predict the reaction product. The product is: [CH2:1]([O:8][C:9]1[CH:14]=[CH:13][CH:12]=[C:11]([O:15][CH3:17])[C:10]=1[Br:16])[C:2]1[CH:3]=[CH:4][CH:5]=[CH:6][CH:7]=1. (4) The product is: [CH3:1][C:2]1[S:3][CH2:4][C@@:5]([CH3:11])([C:7]([O:9][CH3:10])=[O:8])[N:6]=1. Given the reactants [CH3:1][C:2]1[S:3][CH2:4][C:5]([CH3:11])([C:7]([O:9][CH3:10])=[O:8])[N:6]=1.C(OCC)(=O)C, predict the reaction product. (5) Given the reactants [CH3:1][N:2]([CH3:8])[CH:3]1[CH2:7][CH2:6][NH:5][CH2:4]1.F[C:10]1[CH:17]=[CH:16][C:13]([C:14]#[N:15])=[CH:12][CH:11]=1.C(=O)([O-])[O-].[K+].[K+].[NH2:24][OH:25], predict the reaction product. The product is: [CH3:1][N:2]([CH3:8])[CH:3]1[CH2:7][CH2:6][N:5]([C:10]2[CH:17]=[CH:16][C:13]([C:14]([NH:24][OH:25])=[NH:15])=[CH:12][CH:11]=2)[CH2:4]1. (6) Given the reactants [C:1]([C:4]1[S:8][C:7]([NH2:9])=[N:6][C:5]=1[CH3:10])(=[O:3])[CH3:2].[Cl:11][C:12]1[CH:17]=[CH:16][C:15]([S:18](Cl)(=[O:20])=[O:19])=[CH:14][CH:13]=1, predict the reaction product. The product is: [C:1]([C:4]1[S:8][C:7]([NH:9][S:18]([C:15]2[CH:16]=[CH:17][C:12]([Cl:11])=[CH:13][CH:14]=2)(=[O:20])=[O:19])=[N:6][C:5]=1[CH3:10])(=[O:3])[CH3:2]. (7) Given the reactants [CH2:1]([O:3][C:4]1[CH:5]=[C:6]2[C:11](=[C:12]3[CH2:16][C:15]([CH3:18])([CH3:17])[O:14][C:13]=13)[C:10]([C:19]1[CH:24]=[CH:23][C:22]([CH2:25][C:26]([O:28]CCCC)=[O:27])=[C:21]([N:33]3[CH2:37][CH2:36][CH2:35][CH2:34]3)[CH:20]=1)=[N:9][C:8]([CH3:39])([CH3:38])[CH2:7]2)[CH3:2].[OH-].[Na+].Cl, predict the reaction product. The product is: [CH2:1]([O:3][C:4]1[CH:5]=[C:6]2[C:11](=[C:12]3[CH2:16][C:15]([CH3:18])([CH3:17])[O:14][C:13]=13)[C:10]([C:19]1[CH:24]=[CH:23][C:22]([CH2:25][C:26]([OH:28])=[O:27])=[C:21]([N:33]3[CH2:34][CH2:35][CH2:36][CH2:37]3)[CH:20]=1)=[N:9][C:8]([CH3:38])([CH3:39])[CH2:7]2)[CH3:2].